From a dataset of Reaction yield outcomes from USPTO patents with 853,638 reactions. Predict the reaction yield, written as a fraction of the theoretical maximum amount of product (1.0 means a 100% yield; for example, 0.34 means a 34% yield). The reactants are [NH2:1][C:2]1[C:11]2[C:6](=[C:7](Br)[CH:8]=[CH:9][CH:10]=2)[N:5]=[N:4][C:3]=1[C:13]([NH:15][CH2:16][CH2:17][CH3:18])=[O:14].[CH3:19][O:20][C:21]1[CH:26]=[CH:25][C:24](B(O)O)=[CH:23][C:22]=1[CH3:30]. No catalyst specified. The product is [NH2:1][C:2]1[C:11]2[C:6](=[C:7]([C:24]3[CH:25]=[CH:26][C:21]([O:20][CH3:19])=[C:22]([CH3:30])[CH:23]=3)[CH:8]=[CH:9][CH:10]=2)[N:5]=[N:4][C:3]=1[C:13]([NH:15][CH2:16][CH2:17][CH3:18])=[O:14]. The yield is 0.750.